Dataset: Experimentally validated miRNA-target interactions with 360,000+ pairs, plus equal number of negative samples. Task: Binary Classification. Given a miRNA mature sequence and a target amino acid sequence, predict their likelihood of interaction. (1) The miRNA is mmu-miR-883a-5p with sequence UGCUGAGAGAAGUAGCAGUUAC. The protein sequence of the target gene is MAKQYDSVECPFCDEVTKYEKLAKIGQGTFGEVFKAKHRQTGQKVALKKVLMENEKEGFPITALREIKILQLLKHENVVNLIEICRTKASPYNRCKGSIYLVFDFCEHDLAGLLSNVLVKFTLSEIKRVMQMLLNGLYYIHRNKILHRDMKAANVLITRDGVLKLADFGLARAFSLAKNSQPNRYTNRVVTLWYRPPELLLGERDYGPPIDLWGAGCIMAEMWTRSPIMQGNTEQHQLALISQLCGSITPEVWPNVDKYELFEKLELVKGQKRKVKDRLKAYVRDPYALDLIDKLLVLDP.... Result: 1 (interaction). (2) The miRNA is hsa-miR-6796-3p with sequence GAAGCUCUCCCCUCCCCGCAG. The protein sequence of the target gene is MLWRRKSFWLALSAFWLLLVLLGVFPLRLAVLPGPLPGRSQGWPRWLDAAFLQSFSQSETNPEDVAQLPRVSRGSSCTWGACFDTSKCRGKVLKIFVHSPAGPTSEAQRRILDSLEGSRYSALSPADACLLLFLPSQDRRGACGPLPPNWNGGRNHLVLSLYPAPCTRLGQAMVAEASPSSDIFRPGFDLALPYLPEAHPLRGGAPGKLQQHSPQPGATLLAVAEEKGRWRITSTHASACLWDRHCEQDPGPQQTYPGETLPNATFCLIPGHRSATSCFLQALQAGCIPVLLSPRWELPF.... Result: 0 (no interaction).